Dataset: Forward reaction prediction with 1.9M reactions from USPTO patents (1976-2016). Task: Predict the product of the given reaction. (1) Given the reactants [CH:1]1([CH2:4][O:5][C:6]2[C:7]([O:24]COC)=[C:8]([C:14]3[CH:15]=[C:16]4[C:20](=[CH:21][CH:22]=3)[C:19](=[O:23])[O:18][CH2:17]4)[CH:9]=[CH:10][C:11]=2[O:12][CH3:13])[CH2:3][CH2:2]1.Cl, predict the reaction product. The product is: [CH:1]1([CH2:4][O:5][C:6]2[C:7]([OH:24])=[C:8]([C:14]3[CH:15]=[C:16]4[C:20](=[CH:21][CH:22]=3)[C:19](=[O:23])[O:18][CH2:17]4)[CH:9]=[CH:10][C:11]=2[O:12][CH3:13])[CH2:3][CH2:2]1. (2) Given the reactants F[C:2]1[CH:7]=[CH:6][CH:5]=[CH:4][N:3]=1.Cl.[F:9][C:10]([F:14])([F:13])[CH2:11][NH2:12], predict the reaction product. The product is: [F:9][C:10]([F:14])([F:13])[CH2:11][NH:12][C:2]1[CH:7]=[CH:6][CH:5]=[CH:4][N:3]=1. (3) The product is: [CH2:21]([O:1][C:2]1[C:10]2[CH:9]=[C:8]([C:11]3[N:12]([CH3:16])[CH:13]=[CH:14][N:15]=3)[O:7][C:6]=2[CH:5]=[CH:4][CH:3]=1)[C@H:22]1[O:24][CH2:23]1. Given the reactants [OH:1][C:2]1[C:10]2[CH:9]=[C:8]([C:11]3[N:12]([CH3:16])[CH:13]=[CH:14][N:15]=3)[O:7][C:6]=2[CH:5]=[CH:4][CH:3]=1.S(C1C=CC([N+]([O-])=O)=CC=1)(O[CH2:21][C@H:22]1[O:24][CH2:23]1)(=O)=O.C(=O)([O-])[O-].[K+].[K+], predict the reaction product. (4) Given the reactants [N:1]([CH:4]([CH3:14])[CH2:5][NH:6][C:7](=[O:13])[O:8][C:9]([CH3:12])([CH3:11])[CH3:10])=[N+]=[N-], predict the reaction product. The product is: [NH2:1][CH:4]([CH3:14])[CH2:5][NH:6][C:7](=[O:13])[O:8][C:9]([CH3:11])([CH3:10])[CH3:12]. (5) Given the reactants [C:1](O)(=[O:8])[C:2]1[CH:7]=[CH:6][CH:5]=[CH:4][CH:3]=1.[NH2:10][C@@H:11]1[C@H:15]2[O:16][CH2:17][C@H:18]([NH:19][C:20](=[O:34])[C:21]3[CH:26]=[CH:25][CH:24]=[C:23]([O:27][C:28]4[CH:33]=[CH:32][CH:31]=[CH:30][CH:29]=4)[CH:22]=3)[C@H:14]2[O:13][CH2:12]1, predict the reaction product. The product is: [C:1]([NH:10][C@@H:11]1[C@H:15]2[O:16][CH2:17][C@H:18]([NH:19][C:20](=[O:34])[C:21]3[CH:26]=[CH:25][CH:24]=[C:23]([O:27][C:28]4[CH:29]=[CH:30][CH:31]=[CH:32][CH:33]=4)[CH:22]=3)[C@H:14]2[O:13][CH2:12]1)(=[O:8])[C:2]1[CH:7]=[CH:6][CH:5]=[CH:4][CH:3]=1. (6) The product is: [CH2:1]([S:3][C:4]1[N:5]([C:16]2[CH:21]=[CH:20][C:19]([O:22][CH2:23][C:24]([F:26])([F:27])[F:25])=[CH:18][CH:17]=2)[C:6](=[O:15])[C:7]2[CH:13]=[CH:12][C:11](=[O:14])[N:10]([CH3:29])[C:8]=2[N:9]=1)[CH3:2]. Given the reactants [CH2:1]([S:3][C:4]1[N:5]([C:16]2[CH:21]=[CH:20][C:19]([O:22][CH2:23][C:24]([F:27])([F:26])[F:25])=[CH:18][CH:17]=2)[C:6](=[O:15])[C:7]2[CH:13]=[CH:12][C:11](=[O:14])[NH:10][C:8]=2[N:9]=1)[CH3:2].I[CH3:29].[H-].[Na+].Cl, predict the reaction product. (7) Given the reactants CC1C=CC(S(O[CH2:12][CH:13]2[CH:22]=[CH:21][C:20]3[C:15](=[C:16]([C:24]4[CH:29]=[CH:28][CH:27]=[CH:26][C:25]=4[Cl:30])[CH:17]=[C:18]([F:23])[CH:19]=3)[O:14]2)(=O)=O)=CC=1.[CH3:31][NH2:32].[OH-].[Na+], predict the reaction product. The product is: [Cl:30][C:25]1[CH:26]=[CH:27][CH:28]=[CH:29][C:24]=1[C:16]1[CH:17]=[C:18]([F:23])[CH:19]=[C:20]2[C:15]=1[O:14][CH:13]([CH2:12][NH:32][CH3:31])[CH:22]=[CH:21]2.